Predict the reaction yield, written as a fraction of the theoretical maximum amount of product (1.0 means a 100% yield; for example, 0.34 means a 34% yield). From a dataset of Reaction yield outcomes from USPTO patents with 853,638 reactions. The reactants are C[Si](C)(C)CC[O:5][C:6]([C@@H:8]1[CH2:13][CH2:12][CH2:11][CH2:10][C@H:9]1[C:14]([C:16]1[CH:21]=[CH:20][C:19]([C:22]2[CH:27]=[CH:26][C:25]([NH:28][C:29]3[O:30][C:31]4[CH:37]=[CH:36][C:35]([CH3:38])=[CH:34][C:32]=4[N:33]=3)=[CH:24][CH:23]=2)=[CH:18][CH:17]=1)=[O:15])=[O:7].[F-].C([N+](CCCC)(CCCC)CCCC)CCC.[NH4+].[Cl-]. The catalyst is C1COCC1.CCOC(C)=O.O. The product is [CH3:38][C:35]1[CH:36]=[CH:37][C:31]2[O:30][C:29]([NH:28][C:25]3[CH:26]=[CH:27][C:22]([C:19]4[CH:20]=[CH:21][C:16]([C:14]([C@@H:9]5[CH2:10][CH2:11][CH2:12][CH2:13][C@H:8]5[C:6]([OH:7])=[O:5])=[O:15])=[CH:17][CH:18]=4)=[CH:23][CH:24]=3)=[N:33][C:32]=2[CH:34]=1. The yield is 0.840.